Dataset: Full USPTO retrosynthesis dataset with 1.9M reactions from patents (1976-2016). Task: Predict the reactants needed to synthesize the given product. (1) Given the product [F:74][C:72]1[CH:71]=[CH:70][C:69]([C:75]([F:77])([F:76])[F:78])=[C:68]([CH:73]=1)[C:67]([N:64]1[CH2:65][CH2:66][N:61]([C:59](=[O:60])[CH2:58][NH:57][C:43]([C:40]2[CH:39]=[C:38]([C:34]3[CH:35]=[CH:36][CH:37]=[C:32]([OH:31])[CH:33]=3)[O:42][N:41]=2)=[O:45])[CH2:62][CH2:63]1)=[O:79], predict the reactants needed to synthesize it. The reactants are: CCN(C(C)C)C(C)C.C1C=CC2N(O)N=NC=2C=1.CCN=C=NCCCN(C)C.[OH:31][C:32]1[CH:33]=[C:34]([C:38]2[O:42][N:41]=[C:40]([C:43]([OH:45])=O)[CH:39]=2)[CH:35]=[CH:36][CH:37]=1.OC1C=C(C(=O)C)C=CC=1.Cl.[NH2:57][CH2:58][C:59]([N:61]1[CH2:66][CH2:65][N:64]([C:67](=[O:79])[C:68]2[CH:73]=[C:72]([F:74])[CH:71]=[CH:70][C:69]=2[C:75]([F:78])([F:77])[F:76])[CH2:63][CH2:62]1)=[O:60].FC1C=CC(C(F)(F)F)=C(C=1)C(O)=O. (2) Given the product [C:37]([C:36]1[CH:39]=[CH:40][CH:41]=[CH:42][C:35]=1[C:2]1[CH:3]=[C:4]([CH:25]2[CH2:26][CH2:27]2)[C:5]([O:21][CH2:22][CH2:23][CH3:24])=[C:6]([NH:8][C:9]([NH:11][C:12]2[CH:13]=[CH:14][C:15]([CH:18]3[CH2:20][CH2:19]3)=[CH:16][CH:17]=2)=[O:10])[CH:7]=1)#[N:38], predict the reactants needed to synthesize it. The reactants are: Br[C:2]1[CH:3]=[C:4]([CH:25]2[CH2:27][CH2:26]2)[C:5]([O:21][CH2:22][CH2:23][CH3:24])=[C:6]([NH:8][C:9]([NH:11][C:12]2[CH:17]=[CH:16][C:15]([CH:18]3[CH2:20][CH2:19]3)=[CH:14][CH:13]=2)=[O:10])[CH:7]=1.CC1(C)COB([C:35]2[CH:42]=[CH:41][CH:40]=[CH:39][C:36]=2[C:37]#[N:38])OC1.P([O-])([O-])([O-])=O.[K+].[K+].[K+]. (3) Given the product [NH3:6].[C:19]([NH:6][C@H:7]([C:9]([OH:11])=[O:10])[CH3:8])(=[O:22])[CH2:20][CH3:21], predict the reactants needed to synthesize it. The reactants are: C[Si](Cl)(C)C.[NH2:6][CH:7]([C:9]([OH:11])=[O:10])[CH3:8].C(N(CC)CC)C.[C:19](Cl)(=[O:22])[CH2:20][CH3:21]. (4) The reactants are: N1C=CC=CC=1.B(O)(O)[C:8]1[CH:9]=[CH:10][C:11]([CH3:14])=[CH:12][CH:13]=1.[Si:17]([C:24]1[CH:28]=[C:27]([C:29]([O:31][CH2:32][CH3:33])=[O:30])[NH:26][N:25]=1)([C:20]([CH3:23])([CH3:22])[CH3:21])([CH3:19])[CH3:18]. Given the product [Si:17]([C:24]1[CH:28]=[C:27]([C:29]([O:31][CH2:32][CH3:33])=[O:30])[N:26]([C:8]2[CH:9]=[CH:10][C:11]([CH3:14])=[CH:12][CH:13]=2)[N:25]=1)([C:20]([CH3:23])([CH3:22])[CH3:21])([CH3:19])[CH3:18], predict the reactants needed to synthesize it. (5) Given the product [C:1]([C:3]1[C:4]([N:18]2[CH2:19][CH:20]([C:22](=[O:24])[NH:36][S:33]([CH2:32][CH:29]3[CH2:30][CH2:31][CH:26]([CH3:25])[CH2:27][CH2:28]3)(=[O:34])=[O:35])[CH2:21]2)=[N:5][C:6]([C:14]([F:16])([F:15])[F:17])=[C:7]([CH:8]=1)[C:9]([O:11][CH2:12][CH3:13])=[O:10])#[N:2], predict the reactants needed to synthesize it. The reactants are: [C:1]([C:3]1[C:4]([N:18]2[CH2:21][CH:20]([C:22]([OH:24])=O)[CH2:19]2)=[N:5][C:6]([C:14]([F:17])([F:16])[F:15])=[C:7]([C:9]([O:11][CH2:12][CH3:13])=[O:10])[CH:8]=1)#[N:2].[CH3:25][CH:26]1[CH2:31][CH2:30][CH:29]([CH2:32][S:33]([NH2:36])(=[O:35])=[O:34])[CH2:28][CH2:27]1. (6) Given the product [CH3:11][C:10]([CH2:12][C:13]([CH3:16])([CH3:15])[CH3:14])=[CH2:9].[C:22]([O:21][CH2:20][CH2:19][CH2:18][OH:17])(=[O:25])[CH:23]=[CH2:24].[C:26]([O:31][CH2:32][CH2:33][CH2:34][CH3:35])(=[O:30])[C:27]([CH3:29])=[CH2:28].[CH2:1]=[CH:2][C:3]1[CH:8]=[CH:7][CH:6]=[CH:5][CH:4]=1.[C:36]([O:40][CH2:41][CH2:42][CH2:43][CH3:44])(=[O:39])[CH:37]=[CH2:38], predict the reactants needed to synthesize it. The reactants are: [CH2:1]=[CH:2][C:3]1[CH:8]=[CH:7][CH:6]=[CH:5][CH:4]=1.[CH3:9][C:10]([CH2:12][C:13]([CH3:16])([CH3:15])[CH3:14])=[CH2:11].[OH:17][CH2:18][CH2:19][CH2:20][O:21][C:22](=[O:25])[CH:23]=[CH2:24].[C:26]([O:31][CH2:32][CH2:33][CH2:34][CH3:35])(=[O:30])[C:27]([CH3:29])=[CH2:28].[C:36]([O:40][CH2:41][CH2:42][CH2:43][CH3:44])(=[O:39])[CH:37]=[CH2:38]. (7) Given the product [C:29]([O:33][C:34](=[O:41])[NH:35][CH2:36][CH:37]([OH:40])[CH2:38][NH:39][C:22](=[O:23])[C:21]1[C:20]([CH3:28])=[CH:19][C:18]([O:17][CH2:16][CH2:15][CH2:14][CH:11]2[CH2:10][CH2:9][N:8]([C:5]3[N:4]=[CH:3][C:2]([Cl:1])=[CH:7][N:6]=3)[CH2:13][CH2:12]2)=[CH:26][C:25]=1[CH3:27])([CH3:32])([CH3:30])[CH3:31], predict the reactants needed to synthesize it. The reactants are: [Cl:1][C:2]1[CH:3]=[N:4][C:5]([N:8]2[CH2:13][CH2:12][CH:11]([CH2:14][CH2:15][CH2:16][O:17][C:18]3[CH:26]=[C:25]([CH3:27])[C:21]([C:22](O)=[O:23])=[C:20]([CH3:28])[CH:19]=3)[CH2:10][CH2:9]2)=[N:6][CH:7]=1.[C:29]([O:33][C:34](=[O:41])[NH:35][CH2:36][CH:37]([OH:40])[CH2:38][NH2:39])([CH3:32])([CH3:31])[CH3:30].C1C=CC2N(O)N=NC=2C=1.CCN(C(C)C)C(C)C.CCN=C=NCCCN(C)C.